This data is from Reaction yield outcomes from USPTO patents with 853,638 reactions. The task is: Predict the reaction yield, written as a fraction of the theoretical maximum amount of product (1.0 means a 100% yield; for example, 0.34 means a 34% yield). The reactants are [C:1]([NH:8][C@H:9]([C:18]([NH2:20])=[O:19])[CH2:10][C:11]1[CH:16]=[CH:15][C:14]([OH:17])=[CH:13][CH:12]=1)([O:3][C:4]([CH3:7])([CH3:6])[CH3:5])=[O:2].[C:21](OC(=O)C)(=[O:23])[CH3:22]. The catalyst is N1C=CC=CC=1. The product is [C:4]([O:3][C:1]([NH:8][C@H:9]([C:18](=[O:19])[NH2:20])[CH2:10][C:11]1[CH:12]=[CH:13][C:14]([O:17][C:21](=[O:23])[CH3:22])=[CH:15][CH:16]=1)=[O:2])([CH3:5])([CH3:7])[CH3:6]. The yield is 0.860.